Binary Classification. Given a drug SMILES string, predict its activity (active/inactive) in a high-throughput screening assay against a specified biological target. From a dataset of Tyrosyl-DNA phosphodiesterase HTS with 341,365 compounds. (1) The compound is o1c(c(c2c(c1=O)cccc2)c1ccccc1)C(=O)N(c1c(OC)cc(OC)cc1)C. The result is 0 (inactive). (2) The molecule is Brc1c(NC(=O)CN(C(=O)CCSc2ccc(F)cc2)C)cccc1. The result is 0 (inactive). (3) The molecule is Fc1ccc(n2c(nc3n(c4c(c(=O)c3c2=O)cccc4)C)c2ccc(cc2)C)cc1. The result is 0 (inactive). (4) The compound is O(C(=O)C=1C(NC(=O)N(C1C)CCCCCC(=O)N(C(c1cc(c(OCC(OC)=O)cc1)C(OC)=O)C(=O)NCCCC)CCCCCC)C1CC1)Cc1ccccc1. The result is 0 (inactive). (5) The drug is O=C(NC(c1ccccc1)c1ccccc1)CC1CCC1. The result is 0 (inactive). (6) The drug is Brc1ccc(CC(OCC(=O)NCc2sccc2)=O)cc1. The result is 0 (inactive). (7) The drug is O(c1ccc(N2CCN(CC2)CCCNC(=O)c2c3c(nc(Nc4ccc(OC)cc4)c2)cccc3)cc1)C. The result is 0 (inactive).